Task: Predict the product of the given reaction.. Dataset: Forward reaction prediction with 1.9M reactions from USPTO patents (1976-2016) (1) Given the reactants [O:1]([CH2:8][CH2:9]O)[C:2]1[CH:7]=[CH:6][CH:5]=[CH:4][CH:3]=1.P(Br)(Br)[Br:12].Cl, predict the reaction product. The product is: [Br:12][CH2:9][CH2:8][O:1][C:2]1[CH:7]=[CH:6][CH:5]=[CH:4][CH:3]=1. (2) Given the reactants [F:1][C:2]1[CH:34]=[CH:33][C:5]([CH2:6][N:7]2[C:16](=[O:17])[C:15]([C:18]3[NH:23][C:22]4[CH:24]=[CH:25][C:26](I)=[CH:27][C:21]=4[S:20](=[O:30])(=[O:29])[N:19]=3)=[C:14]([OH:31])[C@H:13]3[C@@H:8]2[C@H:9]2[CH2:32][C@@H:12]3[CH2:11][CH2:10]2)=[CH:4][CH:3]=1.[N-:35]=[N+:36]=[N-:37].[Na+].O=C1O[C@H]([C@H](CO)O)C([O-])=C1O.[Na+].CN[C@@H]1CCCC[C@H]1NC, predict the reaction product. The product is: [N:35]([C:26]1[CH:25]=[CH:24][C:22]2[NH:23][C:18]([C:15]3[C:16](=[O:17])[N:7]([CH2:6][C:5]4[CH:33]=[CH:34][C:2]([F:1])=[CH:3][CH:4]=4)[C@@H:8]4[C@H:13]([C:14]=3[OH:31])[C@@H:12]3[CH2:32][C@H:9]4[CH2:10][CH2:11]3)=[N:19][S:20](=[O:30])(=[O:29])[C:21]=2[CH:27]=1)=[N+:36]=[N-:37]. (3) Given the reactants [C:1]([C@H:5]1[CH2:10][CH2:9][C@H:8]([O:11][C:12]2[C:13]([C:29]([F:32])([F:31])[F:30])=[C:14]3[C:19](=[CH:20][CH:21]=2)[CH:18]=[C:17]([C:22]([N+:26]([O-])=O)([CH3:25])[CH2:23][OH:24])[CH:16]=[CH:15]3)[CH2:7][CH2:6]1)([CH3:4])([CH3:3])[CH3:2], predict the reaction product. The product is: [NH2:26][C:22]([C:17]1[CH:16]=[CH:15][C:14]2[C:19](=[CH:20][CH:21]=[C:12]([O:11][C@H:8]3[CH2:7][CH2:6][C@H:5]([C:1]([CH3:4])([CH3:3])[CH3:2])[CH2:10][CH2:9]3)[C:13]=2[C:29]([F:31])([F:32])[F:30])[CH:18]=1)([CH3:25])[CH2:23][OH:24]. (4) Given the reactants C(OP([CH2:9][C:10]([O:12][CH2:13][CH3:14])=[O:11])(OCC)=O)C.[O-]CC.[Na+].[CH2:19]([O:26][C:27]1[CH:32]=[C:31]([O:33][CH2:34][CH2:35][O:36][CH3:37])[CH:30]=[CH:29][C:28]=1[C:38](=O)[CH3:39])[C:20]1[CH:25]=[CH:24][CH:23]=[CH:22][CH:21]=1.[Cl-].[NH4+], predict the reaction product. The product is: [CH2:19]([O:26][C:27]1[CH:32]=[C:31]([O:33][CH2:34][CH2:35][O:36][CH3:37])[CH:30]=[CH:29][C:28]=1/[C:38](/[CH3:39])=[CH:9]/[C:10]([O:12][CH2:13][CH3:14])=[O:11])[C:20]1[CH:21]=[CH:22][CH:23]=[CH:24][CH:25]=1. (5) Given the reactants [CH:1]1([NH2:5])[CH2:4][CH2:3][CH2:2]1.Cl[C:7](OC1C=CC([N+]([O-])=O)=CC=1)=[O:8].C(N(C(C)C)CC)(C)C.[Cl:28][C:29]1[CH:38]=[C:37]2[C:32]([C:33]([N:39]3[CH2:44][CH2:43][NH:42][CH2:41][CH2:40]3)=[CH:34][CH:35]=[N:36]2)=[CH:31][CH:30]=1, predict the reaction product. The product is: [Cl:28][C:29]1[CH:38]=[C:37]2[C:32]([C:33]([N:39]3[CH2:44][CH2:43][N:42]([C:7]([NH:5][CH:1]4[CH2:4][CH2:3][CH2:2]4)=[O:8])[CH2:41][CH2:40]3)=[CH:34][CH:35]=[N:36]2)=[CH:31][CH:30]=1. (6) Given the reactants [Si]([O:8][CH2:9][CH:10]1[CH2:15][CH2:14][CH2:13][N:12]([C:16]2[N:21]=[C:20]([C:22]([NH:24][C:25]3[C:26]([CH3:36])=[C:27]([CH:32]=[CH:33][C:34]=3[CH3:35])[C:28]([O:30][CH3:31])=[O:29])=[O:23])[C:19]([CH3:37])=[CH:18][CH:17]=2)[CH2:11]1)(C(C)(C)C)(C)C.[N+](CCCC)(CCCC)(CCCC)CCCC.[F-], predict the reaction product. The product is: [OH:8][CH2:9][CH:10]1[CH2:15][CH2:14][CH2:13][N:12]([C:16]2[N:21]=[C:20]([C:22]([NH:24][C:25]3[C:26]([CH3:36])=[C:27]([CH:32]=[CH:33][C:34]=3[CH3:35])[C:28]([O:30][CH3:31])=[O:29])=[O:23])[C:19]([CH3:37])=[CH:18][CH:17]=2)[CH2:11]1.